Dataset: Full USPTO retrosynthesis dataset with 1.9M reactions from patents (1976-2016). Task: Predict the reactants needed to synthesize the given product. (1) Given the product [CH2:1]([NH:9][C:17]([NH:16][C:10]1[CH:15]=[CH:14][CH:13]=[CH:12][CH:11]=1)=[O:18])[CH2:2][CH2:3][CH2:4][CH2:5][CH2:6][CH2:7][CH3:8], predict the reactants needed to synthesize it. The reactants are: [CH2:1]([NH2:9])[CH2:2][CH2:3][CH2:4][CH2:5][CH2:6][CH2:7][CH3:8].[C:10]1([N:16]=[C:17]=[O:18])[CH:15]=[CH:14][CH:13]=[CH:12][CH:11]=1. (2) Given the product [ClH:1].[C:22]([C:24]1[CH:25]=[C:26]([CH:28]=[CH:29][C:30]=1[O:31][CH2:32][C:33]1[CH:38]=[CH:37][CH:36]=[CH:35][C:34]=1[F:39])[NH:27][C:2]1[C:11]2[C:6](=[CH:7][C:8]([O:20][CH3:21])=[CH:9][C:10]=2[O:12][CH:13]2[CH2:18][CH2:17][N:16]([CH3:19])[CH2:15][CH2:14]2)[N:5]=[CH:4][N:3]=1)#[CH:23], predict the reactants needed to synthesize it. The reactants are: [Cl:1][C:2]1[C:11]2[C:6](=[CH:7][C:8]([O:20][CH3:21])=[CH:9][C:10]=2[O:12][CH:13]2[CH2:18][CH2:17][N:16]([CH3:19])[CH2:15][CH2:14]2)[N:5]=[CH:4][N:3]=1.[C:22]([C:24]1[CH:25]=[C:26]([CH:28]=[CH:29][C:30]=1[O:31][CH2:32][C:33]1[CH:38]=[CH:37][CH:36]=[CH:35][C:34]=1[F:39])[NH2:27])#[CH:23]. (3) The reactants are: [NH2:1][CH:2]([C:8]1[CH:13]=[CH:12][C:11]([O:14][CH3:15])=[C:10]([O:16][CH3:17])[CH:9]=1)[CH2:3][C:4]([O:6]C)=[O:5].N[C@H](C1C=CC(OC)=C(OC)C=1)CC(OC)=O.C(Cl)Cl. Given the product [NH2:1][C@H:2]([C:8]1[CH:13]=[CH:12][C:11]([O:14][CH3:15])=[C:10]([O:16][CH3:17])[CH:9]=1)[CH2:3][C:4]([OH:6])=[O:5], predict the reactants needed to synthesize it.